From a dataset of Forward reaction prediction with 1.9M reactions from USPTO patents (1976-2016). Predict the product of the given reaction. Given the reactants CO[CH:3](OC)[N:4]([CH3:6])[CH3:5].[C:9]([CH:12]1[C:17](=[O:18])[CH2:16][CH:15]([CH3:19])[O:14][C:13]1=[O:20])(=[O:11])[CH3:10], predict the reaction product. The product is: [CH3:6][N:4]([CH3:5])[CH:3]=[CH:10][C:9](=[C:12]1[C:17](=[O:18])[CH2:16][CH:15]([CH3:19])[O:14][C:13]1=[O:20])[OH:11].